Dataset: Experimentally validated miRNA-target interactions with 360,000+ pairs, plus equal number of negative samples. Task: Binary Classification. Given a miRNA mature sequence and a target amino acid sequence, predict their likelihood of interaction. (1) The miRNA is mmu-miR-17-5p with sequence CAAAGUGCUUACAGUGCAGGUAG. The protein sequence of the target gene is MAVNVYSTSVTSENLSRHDMLAWVNDSLHLNYTKIEQLCSGAAYCQFMDMLFPGCVHLRKVKFQAKLEHEYIHNFKVLQAAFKKMGVDKIIPVEKLVKGKFQDNFEFIQWFKKFFDANYDGKDYNPLLARQGQDVAPPPNPGDQIFNKSKKLIGTAVPQRTSPTGPKNMQTSGRLSNVAPPCILRKNPPSARNGGHEADAQILELNQQLLDLKLTVDGLEKERDFYFSKLRDIELICQEHESENSPVISGIIGILYATEEGFAPPEDDEIEEHQQEDQDEY. Result: 1 (interaction). (2) The miRNA is hsa-miR-4779 with sequence UAGGAGGGAAUAGUAAAAGCAG. The protein sequence of the target gene is MSPESKKLFNIIILGVAFMFMFTAFQTCGNVAQTVIRSLNRTDFHGSGYTSMAIIYGVFSASNLITPSVVAIVGPQLSMFASGLFYSMYIAVFIQPFPWSFYTASVFIGIAAAVLWTAQGNCLTINSDEHSIGRNSGIFWALLQSSLFFGNLYIYFAWQGKTQISESDRRTVFIALTVISLVGTVLFFLIRKPDSENVLGEDESSDDQDMEVNESAQNNLTKAVDAFKKSFKLCVTKEMLLLSITTAYTGLELTFFSGVYGTCIGATNKFGAEEKSLIGLSGIFIGIGEILGGSLFGLLS.... Result: 0 (no interaction).